From a dataset of Forward reaction prediction with 1.9M reactions from USPTO patents (1976-2016). Predict the product of the given reaction. (1) The product is: [C:21]([O:25][C:26]([N:28]1[CH2:32][CH2:31][CH:30]([NH:33][C:10]2[C:11]3[C:17]([O:18][CH3:19])=[CH:16][N:15]=[CH:14][C:12]=3[N:13]=[C:8]([C:6]3[CH:5]=[CH:4][N:3]=[C:2]([Cl:1])[CH:7]=3)[N:9]=2)[CH2:29]1)=[O:27])([CH3:24])([CH3:22])[CH3:23]. Given the reactants [Cl:1][C:2]1[CH:7]=[C:6]([C:8]2[N:9]=[C:10](O)[C:11]3[C:17]([O:18][CH3:19])=[CH:16][N:15]=[CH:14][C:12]=3[N:13]=2)[CH:5]=[CH:4][N:3]=1.[C:21]([O:25][C:26]([N:28]1[CH2:32][CH2:31][C@@H:30]([NH2:33])[CH2:29]1)=[O:27])([CH3:24])([CH3:23])[CH3:22].C(OC(N1CCN(C2C3C(C4CC4)=CN=CC=3N=C(C3C=CN=C(Cl)C=3)N=2)CC1)=O)(C)(C)C, predict the reaction product. (2) The product is: [F:12][C:13]1([C:19]2[CH:24]=[CH:23][CH:22]=[CH:21][CH:20]=2)[CH2:18][CH2:17][N:16]([CH2:1][C:3]2[S:7][C:6]([NH:8][C:9](=[O:11])[CH3:10])=[N:5][CH:4]=2)[CH2:15][CH2:14]1. Given the reactants [CH:1]([C:3]1[S:7][C:6]([NH:8][C:9](=[O:11])[CH3:10])=[N:5][CH:4]=1)=O.[F:12][C:13]1([C:19]2[CH:24]=[CH:23][CH:22]=[CH:21][CH:20]=2)[CH2:18][CH2:17][NH:16][CH2:15][CH2:14]1, predict the reaction product.